Task: Predict the reactants needed to synthesize the given product.. Dataset: Full USPTO retrosynthesis dataset with 1.9M reactions from patents (1976-2016) (1) Given the product [NH2:17][C@@H:12]1[C@H:11]([NH:10][C:7]2[N:8]=[N:9][C:4]([C:1]([NH2:2])=[O:3])=[C:5]([NH:25][C:26]3[CH:31]=[CH:30][CH:29]=[C:28]([O:32][CH:33]([CH3:35])[CH3:34])[N:27]=3)[CH:6]=2)[CH2:16][CH2:15][O:14][CH2:13]1, predict the reactants needed to synthesize it. The reactants are: [C:1]([C:4]1[N:9]=[N:8][C:7]([NH:10][C@@H:11]2[CH2:16][CH2:15][O:14][CH2:13][C@@H:12]2[NH:17]C(=O)OC(C)(C)C)=[CH:6][C:5]=1[NH:25][C:26]1[CH:31]=[CH:30][CH:29]=[C:28]([O:32][CH:33]([CH3:35])[CH3:34])[N:27]=1)(=[O:3])[NH2:2].FC(F)(F)C(O)=O. (2) Given the product [CH2:29]([N:36]1[CH2:41][CH2:40][CH:39]([N:26]2[CH2:27][CH2:28][N:23]([C:18]3[CH:19]=[CH:20][CH:21]=[CH:22][C:17]=3[O:16][CH3:15])[CH2:24][CH2:25]2)[CH2:38][CH2:37]1)[C:30]1[CH:35]=[CH:34][CH:33]=[CH:32][CH:31]=1, predict the reactants needed to synthesize it. The reactants are: C(O[BH-](OC(=O)C)OC(=O)C)(=O)C.[Na+].[CH3:15][O:16][C:17]1[CH:22]=[CH:21][CH:20]=[CH:19][C:18]=1[N:23]1[CH2:28][CH2:27][NH:26][CH2:25][CH2:24]1.[CH2:29]([N:36]1[CH2:41][CH2:40][C:39](=O)[CH2:38][CH2:37]1)[C:30]1[CH:35]=[CH:34][CH:33]=[CH:32][CH:31]=1.C([O-])(O)=O.[Na+]. (3) Given the product [F:7][C:8]([F:22])([F:23])[C:9]1[CH:10]=[C:11]([CH:15]=[C:16]([C:18]([F:21])([F:19])[F:20])[CH:17]=1)[C:12]([NH:1][CH2:2][CH2:3][C:4]([OH:6])=[O:5])=[O:13], predict the reactants needed to synthesize it. The reactants are: [NH2:1][CH2:2][CH2:3][C:4]([OH:6])=[O:5].[F:7][C:8]([F:23])([F:22])[C:9]1[CH:10]=[C:11]([CH:15]=[C:16]([C:18]([F:21])([F:20])[F:19])[CH:17]=1)[C:12](Cl)=[O:13]. (4) Given the product [CH:1]1([N:5]([CH3:29])[C:6]2[C:7]([C:20]3[CH:21]=[CH:22][C:23]([F:26])=[CH:24][CH:25]=3)=[N:8][C:9]3[C:14]([N:15]=2)=[CH:13][C:12]([C:16]([O:18][CH3:19])=[O:17])=[CH:11][CH:10]=3)[CH2:2][CH2:3][CH2:4]1, predict the reactants needed to synthesize it. The reactants are: [CH:1]1([NH:5][C:6]2[C:7]([C:20]3[CH:25]=[CH:24][C:23]([F:26])=[CH:22][CH:21]=3)=[N:8][C:9]3[C:14]([N:15]=2)=[CH:13][C:12]([C:16]([O:18][CH3:19])=[O:17])=[CH:11][CH:10]=3)[CH2:4][CH2:3][CH2:2]1.[H-].[Na+].[CH3:29]I. (5) Given the product [O:1]=[C:2]1[N:3]([CH:11]2[CH2:12][CH2:13][N:14]([C:17]([O:19][CH2:20][C@@H:21]([N:23]([CH2:24][C:25]3[CH:26]=[CH:27][CH:28]=[CH:29][CH:30]=3)[CH2:31][C:32]3[CH:37]=[CH:36][CH:35]=[CH:34][CH:33]=3)[CH3:22])=[O:18])[CH2:15][CH2:16]2)[C:4]2[CH:10]=[CH:9][CH:8]=[CH:7][C:5]=2[N:6]1[S:43]([C:39]1[S:38][CH:42]=[CH:41][CH:40]=1)(=[O:45])=[O:44], predict the reactants needed to synthesize it. The reactants are: [O:1]=[C:2]1[NH:6][C:5]2[CH:7]=[CH:8][CH:9]=[CH:10][C:4]=2[N:3]1[CH:11]1[CH2:16][CH2:15][N:14]([C:17]([O:19][CH2:20][C@@H:21]([N:23]([CH2:31][C:32]2[CH:37]=[CH:36][CH:35]=[CH:34][CH:33]=2)[CH2:24][C:25]2[CH:30]=[CH:29][CH:28]=[CH:27][CH:26]=2)[CH3:22])=[O:18])[CH2:13][CH2:12]1.[S:38]1[CH:42]=[CH:41][CH:40]=[C:39]1[S:43](Cl)(=[O:45])=[O:44]. (6) The reactants are: [NH2:1][C:2]1[CH:3]=[N:4][CH:5]=[CH:6][C:7]=1[CH:8]1[CH2:24][CH:12]2[N:13]([C:17]([O:19][C:20]([CH3:23])([CH3:22])[CH3:21])=[O:18])[C:14](=[O:16])[O:15][CH:11]2[CH2:10][CH2:9]1.[Br:25][C:26]1[N:31]=[C:30]([C:32](O)=[O:33])[CH:29]=[CH:28][C:27]=1[F:35]. Given the product [Br:25][C:26]1[N:31]=[C:30]([C:32]([NH:1][C:2]2[CH:3]=[N:4][CH:5]=[CH:6][C:7]=2[CH:8]2[CH2:24][CH:12]3[N:13]([C:17]([O:19][C:20]([CH3:21])([CH3:23])[CH3:22])=[O:18])[C:14](=[O:16])[O:15][CH:11]3[CH2:10][CH2:9]2)=[O:33])[CH:29]=[CH:28][C:27]=1[F:35], predict the reactants needed to synthesize it.